Dataset: Forward reaction prediction with 1.9M reactions from USPTO patents (1976-2016). Task: Predict the product of the given reaction. (1) Given the reactants C([O:5][C:6](=[O:58])[C:7]1[CH:12]=[CH:11][CH:10]=[C:9]([CH2:13][C@H:14]([NH:28][C:29](=[O:55])[C:30](=[N:46][O:47]CC2C=CC=CC=2)[C:31]2[CH:36]=[CH:35][C:34]([CH2:37][NH:38]C(OC(C)(C)C)=O)=[CH:33][CH:32]=2)[B:15]2[O:23]C3C(C)(C4CC(C3)C4(C)C)[O:16]2)[C:8]=1[O:56]C)(C)(C)C.B(Cl)(Cl)[Cl:60], predict the reaction product. The product is: [ClH:60].[NH2:38][CH2:37][C:34]1[CH:35]=[CH:36][C:31]([C:30](=[N:46][OH:47])[C:29]([NH:28][C@H:14]([B:15]([OH:16])[OH:23])[CH2:13][C:9]2[C:8]([OH:56])=[C:7]([CH:12]=[CH:11][CH:10]=2)[C:6]([OH:58])=[O:5])=[O:55])=[CH:32][CH:33]=1. (2) The product is: [CH3:1][N:2]1[CH2:3][CH2:4][N:5]([C:8]([C:10]2[CH:11]=[C:12]3[C:16](=[CH:17][CH:18]=2)[N:15]([C:24]([O:23][C:19]([CH3:22])([CH3:21])[CH3:20])=[O:25])[CH:14]=[CH:13]3)=[O:9])[CH2:6][CH2:7]1. Given the reactants [CH3:1][N:2]1[CH2:7][CH2:6][N:5]([C:8]([C:10]2[CH:11]=[C:12]3[C:16](=[CH:17][CH:18]=2)[NH:15][CH:14]=[CH:13]3)=[O:9])[CH2:4][CH2:3]1.[C:19]([O:23][C:24](O[C:24]([O:23][C:19]([CH3:22])([CH3:21])[CH3:20])=[O:25])=[O:25])([CH3:22])([CH3:21])[CH3:20].O, predict the reaction product. (3) Given the reactants [Cl:1][C:2]1[CH:3]=[C:4]([CH:9]=[CH:10][C:11]=1[OH:12])[C:5]([O:7][CH3:8])=[O:6].[I:13]N1C(=O)CCC1=O.FC(F)(F)S(O)(=O)=O, predict the reaction product. The product is: [Cl:1][C:2]1[CH:3]=[C:4]([CH:9]=[C:10]([I:13])[C:11]=1[OH:12])[C:5]([O:7][CH3:8])=[O:6]. (4) The product is: [C:3]([N:13]1[CH2:17][CH2:16][C@H:15]([N:18]([CH:19]2[CH2:24][CH2:23][CH2:22][CH2:21][CH2:20]2)[CH2:26][C:27]([O:29][CH3:30])=[O:28])[CH2:14]1)([O:5][CH2:6][C:7]1[CH:8]=[CH:9][CH:10]=[CH:11][CH:12]=1)=[O:4]. Given the reactants [H-].[Na+].[C:3]([N:13]1[CH2:17][CH2:16][C@H:15]([NH:18][CH:19]2[CH2:24][CH2:23][CH2:22][CH2:21][CH2:20]2)[CH2:14]1)([O:5][CH2:6][C:7]1[CH:12]=[CH:11][CH:10]=[CH:9][CH:8]=1)=[O:4].Br[CH2:26][C:27]([O:29][CH3:30])=[O:28], predict the reaction product. (5) Given the reactants [C:1]1(C2C=CC=CC=2)[CH:6]=[CH:5][C:4]([CH2:7][C:8]([NH:10][CH2:11][CH2:12][C:13]2[CH:18]=[CH:17][C:16]([O:19][CH2:20][C:21]3[CH:26]=[CH:25][CH:24]=[CH:23][CH:22]=3)=[C:15]([O:27][CH2:28]C3C=CC=CC=3)[CH:14]=2)=O)=[CH:3][CH:2]=1.O=P(Cl)(Cl)[Cl:43].[BH4-].[Na+], predict the reaction product. The product is: [ClH:43].[CH2:28]([O:27][C:15]1[CH:14]=[C:13]2[C:18](=[CH:17][C:16]=1[O:19][CH2:20][C:21]1[CH:26]=[CH:25][CH:24]=[CH:23][CH:22]=1)[CH:8]([CH2:7][C:4]1[CH:5]=[CH:6][C:1]([C:13]3[CH:18]=[CH:17][CH:16]=[CH:15][CH:14]=3)=[CH:2][CH:3]=1)[NH:10][CH2:11][CH2:12]2)[C:1]1[CH:6]=[CH:5][CH:4]=[CH:3][CH:2]=1. (6) Given the reactants [C:1](Cl)(=[O:6])[C:2]([CH3:5])([CH3:4])[CH3:3].[C:8]([O:11][CH2:12][C:13]#[CH:14])(=[O:10])[CH3:9].[I-].CO, predict the reaction product. The product is: [CH3:3][C:2]([CH3:5])([CH3:4])[C:1](=[O:6])[C:14]#[C:13][CH2:12][O:11][C:8](=[O:10])[CH3:9]. (7) The product is: [ClH:23].[I:1][C:2]1[CH:7]=[N:6][C:5]([O:8][CH2:9][CH:10]2[CH2:15][CH2:14][NH:13][CH2:12][CH2:11]2)=[CH:4][N:3]=1. Given the reactants [I:1][C:2]1[N:3]=[CH:4][C:5]([O:8][CH2:9][CH:10]2[CH2:15][CH2:14][N:13](C(OC(C)(C)C)=O)[CH2:12][CH2:11]2)=[N:6][CH:7]=1.[ClH:23].O1CCOCC1, predict the reaction product. (8) Given the reactants [Cl:1][C:2]1[CH:7]=[CH:6][CH:5]=[C:4]([Cl:8])[C:3]=1[C:9]1[C:13]([CH2:14][O:15][C:16]2[CH:21]=[CH:20][C:19]([NH:22][S:23]([C:26]3[CH:27]=[C:28]([CH:33]=[CH:34][CH:35]=3)[C:29]([O:31][CH3:32])=[O:30])(=[O:25])=[O:24])=[C:18]([CH3:36])[CH:17]=2)=[C:12]([CH:37]([CH3:39])[CH3:38])[O:11][N:10]=1.[C:40](=O)([O-])[O-].[Cs+].[Cs+].CI.O, predict the reaction product. The product is: [Cl:8][C:4]1[CH:5]=[CH:6][CH:7]=[C:2]([Cl:1])[C:3]=1[C:9]1[C:13]([CH2:14][O:15][C:16]2[CH:21]=[CH:20][C:19]([N:22]([CH3:40])[S:23]([C:26]3[CH:27]=[C:28]([CH:33]=[CH:34][CH:35]=3)[C:29]([O:31][CH3:32])=[O:30])(=[O:24])=[O:25])=[C:18]([CH3:36])[CH:17]=2)=[C:12]([CH:37]([CH3:39])[CH3:38])[O:11][N:10]=1. (9) Given the reactants [Cl:1][C:2]1[CH:3]=[CH:4][C:5]2[NH:11][C:10](=O)[CH2:9][CH:8]([CH2:13][C:14](OCC)=[O:15])[NH:7][C:6]=2[N:19]=1.[H-].[H-].[H-].[H-].[Li+].[Al+3].O1CCCC1.[OH-].[Na+], predict the reaction product. The product is: [Cl:1][C:2]1[CH:3]=[CH:4][C:5]2[NH:11][CH2:10][CH2:9][CH:8]([CH2:13][CH2:14][OH:15])[NH:7][C:6]=2[N:19]=1.